From a dataset of Catalyst prediction with 721,799 reactions and 888 catalyst types from USPTO. Predict which catalyst facilitates the given reaction. Reactant: [NH2:1][C:2]1[N:7]2[N:8]=[CH:9][CH:10]=[C:6]2[N:5]=[C:4]([NH:11][CH:12]2[CH2:17][CH2:16][CH2:15][N:14]([C:18]([O:20][C:21]([CH3:24])([CH3:23])[CH3:22])=[O:19])[CH2:13]2)[C:3]=1[CH3:25].[C:26](Cl)(=[O:29])[CH:27]=[CH2:28]. Product: [C:26]([NH:1][C:2]1[N:7]2[N:8]=[CH:9][CH:10]=[C:6]2[N:5]=[C:4]([NH:11][CH:12]2[CH2:17][CH2:16][CH2:15][N:14]([C:18]([O:20][C:21]([CH3:22])([CH3:24])[CH3:23])=[O:19])[CH2:13]2)[C:3]=1[CH3:25])(=[O:29])[CH:27]=[CH2:28]. The catalyst class is: 4.